Dataset: Forward reaction prediction with 1.9M reactions from USPTO patents (1976-2016). Task: Predict the product of the given reaction. (1) Given the reactants [OH:1][CH2:2][CH:3]1[CH2:8][CH2:7][N:6]([C:9]([O:11][C:12]([CH3:15])([CH3:14])[CH3:13])=[O:10])[CH2:5][CH2:4]1.[CH3:16][S:17](Cl)(=[O:19])=[O:18], predict the reaction product. The product is: [CH3:16][S:17]([O:1][CH2:2][CH:3]1[CH2:8][CH2:7][N:6]([C:9]([O:11][C:12]([CH3:15])([CH3:14])[CH3:13])=[O:10])[CH2:5][CH2:4]1)(=[O:19])=[O:18]. (2) Given the reactants [CH2:1]([N:3]1[CH:7]=[C:6]([C:8]2[NH:25][C:11]3=[N:12][CH:13]=[CH:14][C:15]([C:16]4[CH:23]=[CH:22][C:19]([CH2:20][NH2:21])=[C:18]([F:24])[CH:17]=4)=[C:10]3[N:9]=2)[CH:5]=[N:4]1)[CH3:2].C(P1(=O)OP(=O)(CCC)OP(=O)(CCC)O1)CC.CCN(C(C)C)C(C)C.[C:53]([C:57]1[O:61][N:60]=[C:59]([C:62](O)=[O:63])[N:58]=1)([CH3:56])([CH3:55])[CH3:54], predict the reaction product. The product is: [CH2:1]([N:3]1[CH:7]=[C:6]([C:8]2[NH:25][C:11]3=[N:12][CH:13]=[CH:14][C:15]([C:16]4[CH:23]=[CH:22][C:19]([CH2:20][NH:21][C:62]([C:59]5[N:58]=[C:57]([C:53]([CH3:56])([CH3:55])[CH3:54])[O:61][N:60]=5)=[O:63])=[C:18]([F:24])[CH:17]=4)=[C:10]3[N:9]=2)[CH:5]=[N:4]1)[CH3:2]. (3) Given the reactants [CH3:1][O:2][C:3]1[CH:8]=[CH:7][CH:6]=[CH:5][C:4]=1[C:9]1[NH:10][CH:11]=[C:12]([CH:14]2[CH2:19][C:18]([CH3:21])([CH3:20])[O:17][C:16]([CH3:23])([CH3:22])[CH2:15]2)[N:13]=1.[H-].[Na+].[C:26]([C:28]1[CH:35]=[CH:34][C:31]([CH2:32]Br)=[CH:30][CH:29]=1)#[N:27], predict the reaction product. The product is: [CH3:1][O:2][C:3]1[CH:8]=[CH:7][CH:6]=[CH:5][C:4]=1[C:9]1[N:10]([CH2:32][C:31]2[CH:34]=[CH:35][C:28]([C:26]#[N:27])=[CH:29][CH:30]=2)[CH:11]=[C:12]([CH:14]2[CH2:19][C:18]([CH3:21])([CH3:20])[O:17][C:16]([CH3:23])([CH3:22])[CH2:15]2)[N:13]=1. (4) Given the reactants [O:1]1[C:5]2[CH:6]=[CH:7][C:8]([CH:10](O)[CH3:11])=[CH:9][C:4]=2[O:3][CH2:2]1.S(Cl)([Cl:15])=O, predict the reaction product. The product is: [Cl:15][CH:10]([C:8]1[CH:7]=[CH:6][C:5]2[O:1][CH2:2][O:3][C:4]=2[CH:9]=1)[CH3:11].